From a dataset of Forward reaction prediction with 1.9M reactions from USPTO patents (1976-2016). Predict the product of the given reaction. (1) The product is: [CH2:29]1[O:52][C:32]2([CH2:33][CH2:34][C:35]([CH:50]=[CH2:3])([C:38]3[C:47]4[O:46][CH2:45][CH2:44][O:43][C:42]=4[C:41]([O:48][CH3:49])=[CH:40][CH:39]=3)[CH2:36][CH2:37]2)[O:31][CH2:30]1. Given the reactants [Br-].Br[CH2:3][P+](C1C=CC=CC=1)(C1C=CC=CC=1)C1C=CC=CC=1.CC(C)([O-])C.[K+].[CH2:29]1[O:52][C:32]2([CH2:37][CH2:36][C:35]([CH:50]=O)([C:38]3[C:47]4[O:46][CH2:45][CH2:44][O:43][C:42]=4[C:41]([O:48][CH3:49])=[CH:40][CH:39]=3)[CH2:34][CH2:33]2)[O:31][CH2:30]1.O, predict the reaction product. (2) Given the reactants [CH2:1]([O:3][C:4]1[CH:10]=[CH:9][C:7]([NH2:8])=[C:6]([N+:11]([O-:13])=[O:12])[CH:5]=1)[CH3:2].O[CH2:15][CH:16]([CH2:18]O)O.[Na+].[N+](C1C=C(S([O-])(=O)=O)C=CC=1)([O-])=O, predict the reaction product. The product is: [CH2:1]([O:3][C:4]1[CH:10]=[C:9]2[C:7](=[C:6]([N+:11]([O-:13])=[O:12])[CH:5]=1)[N:8]=[CH:18][CH:16]=[CH:15]2)[CH3:2]. (3) Given the reactants [Br-].[CH3:2][O:3][C:4]([CH2:6][P+](C1C=CC=CC=1)(C1C=CC=CC=1)C1C=CC=CC=1)=[O:5].[H-].[Na+].[N+:28]([C:31]1[CH:32]=[C:33]([CH:36]=[CH:37][C:38]=1[N:39]1[CH2:44][CH2:43][NH:42][CH2:41][CH2:40]1)[CH:34]=O)([O-:30])=[O:29], predict the reaction product. The product is: [N+:28]([C:31]1[CH:32]=[C:33]([CH:34]=[CH:6][C:4]([O:3][CH3:2])=[O:5])[CH:36]=[CH:37][C:38]=1[N:39]1[CH2:44][CH2:43][NH:42][CH2:41][CH2:40]1)([O-:30])=[O:29]. (4) Given the reactants C[O:2][C:3](=[O:42])[CH2:4][C:5]1[CH:10]=[CH:9][CH:8]=[C:7]([O:11][CH2:12][CH2:13][CH2:14][N:15]([CH2:28][CH:29]([C:36]2[CH:41]=[CH:40][CH:39]=[CH:38][CH:37]=2)[C:30]2[CH:35]=[CH:34][CH:33]=[CH:32][CH:31]=2)[CH2:16][C:17]2[CH:22]=[CH:21][CH:20]=[C:19]([O:23][C:24]([F:27])([F:26])[F:25])[CH:18]=2)[CH:6]=1.[OH-].[Na+], predict the reaction product. The product is: [C:36]1([CH:29]([C:30]2[CH:35]=[CH:34][CH:33]=[CH:32][CH:31]=2)[CH2:28][N:15]([CH2:16][C:17]2[CH:22]=[CH:21][CH:20]=[C:19]([O:23][C:24]([F:25])([F:26])[F:27])[CH:18]=2)[CH2:14][CH2:13][CH2:12][O:11][C:7]2[CH:6]=[C:5]([CH2:4][C:3]([OH:42])=[O:2])[CH:10]=[CH:9][CH:8]=2)[CH:41]=[CH:40][CH:39]=[CH:38][CH:37]=1. (5) Given the reactants FC(F)(F)S(O[C:7]1[CH:8]=[C:9]([O:16][C@@H:17]([C@@H:19]2[CH2:23][C:22](=[O:24])[NH:21][CH2:20]2)[CH3:18])[C:10]2[S:14][CH:13]=[N:12][C:11]=2[CH:15]=1)(=O)=O.[B:27]1([B:27]2[O:31][C:30]([CH3:33])([CH3:32])[C:29]([CH3:35])([CH3:34])[O:28]2)[O:31][C:30]([CH3:33])([CH3:32])[C:29]([CH3:35])([CH3:34])[O:28]1.CC([O-])=O.[K+].C(Cl)Cl, predict the reaction product. The product is: [CH3:34][C:29]1([CH3:35])[C:30]([CH3:33])([CH3:32])[O:31][B:27]([C:7]2[CH:8]=[C:9]([O:16][C@@H:17]([C@H:19]3[CH2:20][NH:21][C:22](=[O:24])[CH2:23]3)[CH3:18])[C:10]3[S:14][CH:13]=[N:12][C:11]=3[CH:15]=2)[O:28]1. (6) Given the reactants [F:1][CH:2]([F:41])[N:3]1[C:7]2[C:8]([O:22][C@@H:23]([C@H:25]3[CH2:29][N:28]([C@@H](C4C=CC(OC)=CC=4)C)[C:27](=[O:40])[CH2:26]3)[CH3:24])=[N:9][C:10]([C:12]3[CH:17]=[CH:16][C:15]([O:18][CH3:19])=[C:14]([O:20][CH3:21])[CH:13]=3)=[CH:11][C:6]=2[N:5]=[CH:4]1, predict the reaction product. The product is: [F:41][CH:2]([F:1])[N:3]1[C:7]2[C:8]([O:22][C@@H:23]([C@H:25]3[CH2:29][NH:28][C:27](=[O:40])[CH2:26]3)[CH3:24])=[N:9][C:10]([C:12]3[CH:17]=[CH:16][C:15]([O:18][CH3:19])=[C:14]([O:20][CH3:21])[CH:13]=3)=[CH:11][C:6]=2[N:5]=[CH:4]1. (7) Given the reactants [C:1]([O:4][C@H:5]1[CH2:22][CH2:21][C@@:20]2([CH3:23])[C@@H:7]([CH2:8][CH2:9][C@:10]3([CH3:34])[C@@H:19]2[CH2:18][CH2:17][C@H:16]2[C@@:11]3([CH3:33])[CH2:12][CH2:13][C@@:14]3([C:30]([OH:32])=[O:31])[CH2:26][CH2:25][C@@H:24]([C:27]([CH3:29])=[CH2:28])[C@@H:15]32)[C:6]1([CH3:36])[CH3:35])(=[O:3])[CH3:2].C(=O)([O-])[O-].[K+].[K+].[CH2:43](Br)[C:44]1[CH:49]=[CH:48][CH:47]=[CH:46][CH:45]=1, predict the reaction product. The product is: [C:1]([O:4][C@H:5]1[CH2:22][CH2:21][C@@:20]2([CH3:23])[C@@H:7]([CH2:8][CH2:9][C@:10]3([CH3:34])[C@@H:19]2[CH2:18][CH2:17][C@H:16]2[C@@:11]3([CH3:33])[CH2:12][CH2:13][C@@:14]3([C:30]([O:32][CH2:43][C:44]4[CH:49]=[CH:48][CH:47]=[CH:46][CH:45]=4)=[O:31])[CH2:26][CH2:25][C@@H:24]([C:27]([CH3:29])=[CH2:28])[C@@H:15]32)[C:6]1([CH3:36])[CH3:35])(=[O:3])[CH3:2]. (8) Given the reactants [NH2:1][C:2]1[CH:7]=[CH:6][C:5]([OH:8])=[CH:4][C:3]=1[N+:9]([O-:11])=[O:10].C(=O)([O-])[O-].[K+].[K+].Br[CH2:19][CH2:20][O:21][CH:22]1[CH2:27][CH2:26][CH2:25][CH2:24][O:23]1.CCOC(C)=O.[Cl-].[Na+].O, predict the reaction product. The product is: [N+:9]([C:3]1[CH:4]=[C:5]([O:8][CH2:19][CH2:20][O:21][CH:22]2[CH2:27][CH2:26][CH2:25][CH2:24][O:23]2)[CH:6]=[CH:7][C:2]=1[NH2:1])([O-:11])=[O:10].